This data is from Catalyst prediction with 721,799 reactions and 888 catalyst types from USPTO. The task is: Predict which catalyst facilitates the given reaction. (1) Reactant: C1(P(C2CCCCC2)C2C=CC=CC=2C2C(C(C)C)=CC(C(C)C)=CC=2C(C)C)CCCCC1.[O:35]1[CH2:40][CH2:39][N:38]([C:41]2[N:46]=[C:45]([NH2:47])[CH:44]=[CH:43][CH:42]=2)[CH2:37][CH2:36]1.Cl[C:49]1[C:58]2[C:53](=[CH:54][C:55]([F:60])=[CH:56][C:57]=2[F:59])[N:52]=[C:51]([N:61]2[CH2:65][CH2:64][CH2:63][C:62]2=[O:66])[C:50]=1[CH3:67].CC(C)([O-])C.[Na+]. Product: [F:59][C:57]1[CH:56]=[C:55]([F:60])[CH:54]=[C:53]2[C:58]=1[C:49]([NH:47][C:45]1[CH:44]=[CH:43][CH:42]=[C:41]([N:38]3[CH2:39][CH2:40][O:35][CH2:36][CH2:37]3)[N:46]=1)=[C:50]([CH3:67])[C:51]([N:61]1[CH2:65][CH2:64][CH2:63][C:62]1=[O:66])=[N:52]2. The catalyst class is: 101. (2) Reactant: [C:1]([O:5][C:6]([N:8]([CH2:35][CH2:36][C:37]1[CH:42]=[CH:41][CH:40]=[CH:39][N:38]=1)[C:9]1[CH:34]=[CH:33][C:12]([NH:13][C:14]([C:16]2[CH:21]=[CH:20][CH:19]=[CH:18][C:17]=2[C:22]2[CH:27]=[CH:26][C:25]([O:28][CH2:29][C:30](O)=[O:31])=[CH:24][CH:23]=2)=[O:15])=[CH:11][CH:10]=1)=[O:7])([CH3:4])([CH3:3])[CH3:2].[CH3:43][S:44]([NH2:47])(=[O:46])=[O:45].CCN=C=NCCCN(C)C.Cl.S([O-])(O)(=O)=O.[K+]. Product: [C:1]([O:5][C:6]([N:8]([CH2:35][CH2:36][C:37]1[CH:42]=[CH:41][CH:40]=[CH:39][N:38]=1)[C:9]1[CH:10]=[CH:11][C:12]([NH:13][C:14]([C:16]2[CH:21]=[CH:20][CH:19]=[CH:18][C:17]=2[C:22]2[CH:23]=[CH:24][C:25]([O:28][CH2:29][C:30]([NH:47][S:44]([CH3:43])(=[O:46])=[O:45])=[O:31])=[CH:26][CH:27]=2)=[O:15])=[CH:33][CH:34]=1)=[O:7])([CH3:3])([CH3:2])[CH3:4]. The catalyst class is: 119. (3) Reactant: [CH3:1][O:2][C:3]([C@H:5]1[CH2:9][C@@H:8]([OH:10])[CH2:7][N:6]1[C:11]([O:13][C:14]([CH3:17])([CH3:16])[CH3:15])=[O:12])=[O:4].N1C=CN=C1.[C:23]([Si:27](Cl)([C:34]1[CH:39]=[CH:38][CH:37]=[CH:36][CH:35]=1)[C:28]1[CH:33]=[CH:32][CH:31]=[CH:30][CH:29]=1)([CH3:26])([CH3:25])[CH3:24]. Product: [CH3:1][O:2][C:3]([C@H:5]1[CH2:9][C@@H:8]([O:10][Si:27]([C:23]([CH3:26])([CH3:25])[CH3:24])([C:34]2[CH:35]=[CH:36][CH:37]=[CH:38][CH:39]=2)[C:28]2[CH:33]=[CH:32][CH:31]=[CH:30][CH:29]=2)[CH2:7][N:6]1[C:11]([O:13][C:14]([CH3:17])([CH3:16])[CH3:15])=[O:12])=[O:4]. The catalyst class is: 4.